Dataset: Forward reaction prediction with 1.9M reactions from USPTO patents (1976-2016). Task: Predict the product of the given reaction. (1) Given the reactants [CH3:1][C:2]1[C:8]([CH2:9][CH2:10][CH:11]([CH3:13])[CH3:12])=[C:7]([OH:14])[C:6]([CH3:15])=[CH:5][C:3]=1O.[CH:16]([C:18]1([OH:22])[CH2:21][CH2:20][CH2:19]1)=[CH2:17], predict the reaction product. The product is: [CH3:15][C:6]1[C:7]([OH:14])=[C:8]([CH2:9][CH2:10][CH:11]([CH3:12])[CH3:13])[C:2]([CH3:1])=[C:3]2[C:5]=1[CH2:17][CH2:16][C:18]1([O:22]2)[CH2:21][CH2:20][CH2:19]1. (2) Given the reactants [Cl:1][C:2]1[CH:7]=[CH:6][CH:5]=[CH:4][C:3]=1[CH:8](O)[C:9]([NH:11][C:12]1[CH:17]=[CH:16][C:15]([O:18][CH3:19])=[CH:14][CH:13]=1)=[O:10].P(=O)(O)(O)O.O=P12OP3(OP(OP(O3)(O1)=O)(=O)O2)=O.C(=O)([O-])O.[Na+], predict the reaction product. The product is: [CH3:19][O:18][C:15]1[CH:14]=[C:13]2[C:12](=[CH:17][CH:16]=1)[NH:11][C:9](=[O:10])[CH:8]2[C:3]1[CH:4]=[CH:5][CH:6]=[CH:7][C:2]=1[Cl:1].